From a dataset of Reaction yield outcomes from USPTO patents with 853,638 reactions. Predict the reaction yield, written as a fraction of the theoretical maximum amount of product (1.0 means a 100% yield; for example, 0.34 means a 34% yield). (1) The reactants are [O:1]1[C:5]2[CH:6]=[CH:7][CH:8]=[CH:9][C:4]=2[N:3]=[C:2]1[C:10]1[CH:11]=[CH:12][C:13]([NH:17][CH:18]2[CH2:23][CH2:22][O:21][CH2:20][CH2:19]2)=[C:14]([CH:16]=1)[NH2:15].OOS([O-])=O.[K+].C(=O)([O-])[O-].[K+].[K+]. The catalyst is CN(C=O)C.O. The product is [O:1]1[C:5]2[CH:6]=[CH:7][CH:8]=[CH:9][C:4]=2[N:3]=[C:2]1[C:10]1[CH:11]=[CH:12][C:13]2[N:17]([CH:18]3[CH2:23][CH2:22][O:21][CH2:20][CH2:19]3)[C:2]([CH:10]3[CH2:11][CH2:12][CH2:13][CH2:14][CH2:16]3)=[N:15][C:14]=2[CH:16]=1. The yield is 0.596. (2) The product is [CH3:12][O:13][C:14]([C@@H:16]1[CH2:20][C@@H:19]([O:21][Si:39]([C:36]([CH3:38])([CH3:37])[CH3:35])([CH3:41])[CH3:40])[CH2:18][N:17]1[S:22]([C:25]1[CH:34]=[CH:33][C:32]2[C:27](=[CH:28][CH:29]=[CH:30][CH:31]=2)[CH:26]=1)(=[O:24])=[O:23])=[O:15]. The reactants are C1CCN2C(=NCCC2)CC1.[CH3:12][O:13][C:14]([C@@H:16]1[CH2:20][C@@H:19]([OH:21])[CH2:18][N:17]1[S:22]([C:25]1[CH:34]=[CH:33][C:32]2[C:27](=[CH:28][CH:29]=[CH:30][CH:31]=2)[CH:26]=1)(=[O:24])=[O:23])=[O:15].[CH3:35][C:36]([Si:39](Cl)([CH3:41])[CH3:40])([CH3:38])[CH3:37]. The yield is 0.900. The catalyst is C(#N)C. (3) The reactants are [Cl:1][C:2]1[CH:7]=[CH:6][CH:5]=[C:4]([F:8])[C:3]=1[N:9]1[CH:18]=[C:12]2[CH:13]=[N+:14]([O-])[CH:15]=[CH:16][C:11]2=[N:10]1.C(OCC)(=O)C.C(=O)([O-])O.[Na+].P(Cl)(Cl)([Cl:32])=O. The catalyst is [Cl-].C([N+](CCCC)(CCCC)CCCC)CCC. The product is [Cl:32][C:13]1[C:12]2=[CH:18][N:9]([C:3]3[C:4]([F:8])=[CH:5][CH:6]=[CH:7][C:2]=3[Cl:1])[N:10]=[C:11]2[CH:16]=[CH:15][N:14]=1. The yield is 0.270. (4) The reactants are [N+:1]([C:4]1[CH:5]=[C:6]([C:14]2[CH:19]=[CH:18][C:17]([NH:20][S:21]([CH3:24])(=[O:23])=[O:22])=[CH:16][CH:15]=2)[CH:7]=[CH:8][C:9]=1[C:10]([F:13])([F:12])[F:11])([O-])=O. The catalyst is C(O)(=O)C.[Zn]. The product is [NH2:1][C:4]1[CH:5]=[C:6]([C:14]2[CH:15]=[CH:16][C:17]([NH:20][S:21]([CH3:24])(=[O:23])=[O:22])=[CH:18][CH:19]=2)[CH:7]=[CH:8][C:9]=1[C:10]([F:13])([F:11])[F:12]. The yield is 0.680. (5) The reactants are [Li+].[OH-:2].[CH2:3]([N:9]([CH3:20])[C:10]([CH:12]1[CH2:17][CH:16]2[CH2:18][CH:13]1[C:14](=[O:19])[O:15]2)=[O:11])[CH2:4][CH2:5][CH2:6][CH:7]=[CH2:8].Cl. No catalyst specified. The product is [CH2:3]([N:9]([CH3:20])[C:10]([CH:12]1[CH2:17][CH:16]([OH:15])[CH2:18][CH:13]1[C:14]([OH:2])=[O:19])=[O:11])[CH2:4][CH2:5][CH2:6][CH:7]=[CH2:8]. The yield is 0.880. (6) The reactants are [C:1]([C:5]1[CH:10]=[C:9]([C:11]([CH3:14])([CH3:13])[CH3:12])[CH:8]=[CH:7][C:6]=1[OH:15])([CH3:4])([CH3:3])[CH3:2].C(N(CC)CC)C.[CH3:23][S:24](Cl)(=[O:26])=[O:25]. The catalyst is C1(C)C=CC=CC=1.Cl. The product is [CH3:23][S:24]([O:15][C:6]1[CH:7]=[CH:8][C:9]([C:11]([CH3:14])([CH3:13])[CH3:12])=[CH:10][C:5]=1[C:1]([CH3:4])([CH3:3])[CH3:2])(=[O:26])=[O:25]. The yield is 0.900. (7) The reactants are [C:1]1([OH:7])[CH:6]=[CH:5][CH:4]=[CH:3][CH:2]=1.Cl[CH2:9][CH2:10][CH2:11][CH2:12][OH:13].C([O-])([O-])=O.[Cs+].[Cs+]. The catalyst is CN(C=O)C. The product is [O:7]([CH2:9][CH2:10][CH2:11][CH2:12][OH:13])[C:1]1[CH:6]=[CH:5][CH:4]=[CH:3][CH:2]=1. The yield is 0.120.